This data is from Full USPTO retrosynthesis dataset with 1.9M reactions from patents (1976-2016). The task is: Predict the reactants needed to synthesize the given product. (1) Given the product [Br:25][C:7]1[N:6]=[C:5]([C:8]([O:10][CH3:11])=[O:9])[C:4]([NH:12][CH2:13][CH:14]2[CH2:17][CH2:16][O:15]2)=[CH:3][C:2]=1[F:1], predict the reactants needed to synthesize it. The reactants are: [F:1][C:2]1[CH:3]=[C:4]([NH:12][CH2:13][CH:14]2[CH2:17][CH2:16][O:15]2)[C:5]([C:8]([O:10][CH3:11])=[O:9])=[N:6][CH:7]=1.C1C(=O)N([Br:25])C(=O)C1. (2) Given the product [Br:11][CH:7]([C:1]1[CH:6]=[CH:5][CH:4]=[CH:3][CH:2]=1)[C:8]([NH2:10])=[O:9], predict the reactants needed to synthesize it. The reactants are: [C:1]1([CH2:7][C:8]([NH2:10])=[O:9])[CH:6]=[CH:5][CH:4]=[CH:3][CH:2]=1.[Br:11]N1C(=O)CCC1=O.O.